From a dataset of Reaction yield outcomes from USPTO patents with 853,638 reactions. Predict the reaction yield, written as a fraction of the theoretical maximum amount of product (1.0 means a 100% yield; for example, 0.34 means a 34% yield). (1) The reactants are [CH2:1]([O:8][C:9]1[CH:14]=[C:13]([O:15][CH3:16])[CH:12]=[CH:11][C:10]=1[CH2:17][C:18]#N)[C:2]1[CH:7]=[CH:6][CH:5]=[CH:4][CH:3]=1.[OH-:20].[Na+].Cl.[CH2:23]([OH:25])C. No catalyst specified. The product is [CH2:1]([O:8][C:9]1[CH:14]=[C:13]([O:15][CH3:16])[CH:12]=[CH:11][C:10]=1[CH2:17][C:18]([O:25][CH3:23])=[O:20])[C:2]1[CH:7]=[CH:6][CH:5]=[CH:4][CH:3]=1. The yield is 0.800. (2) The yield is 0.720. The reactants are CC1C=C(C=CC=1)C(C1C=CC=CC=1)=[O:6].C(N1[C:31]2[C:26](=[CH:27][CH:28]=[CH:29][CH:30]=2)[C:25]([C:32]2[CH:37]=[CH:36][CH:35]=[C:34]([C:38]([O:40][CH2:41][CH3:42])=[O:39])[CH:33]=2)=N1)C1C=CC=CC=1. No catalyst specified. The product is [C:25]([C:32]1[CH:33]=[C:34]([CH:35]=[CH:36][CH:37]=1)[C:38]([OH:40])=[O:39])(=[O:6])[C:26]1[CH:31]=[CH:30][CH:29]=[CH:28][CH:27]=1.[C:25]([C:32]1[CH:33]=[C:34]([CH:35]=[CH:36][CH:37]=1)[C:38]([O:40][CH2:41][CH3:42])=[O:39])(=[O:6])[C:26]1[CH:31]=[CH:30][CH:29]=[CH:28][CH:27]=1.